Task: Predict the reactants needed to synthesize the given product.. Dataset: Full USPTO retrosynthesis dataset with 1.9M reactions from patents (1976-2016) (1) Given the product [CH2:20]([N:18]([CH3:19])[CH2:17][C:16]#[C:15][C@H:12]1[CH2:13][CH2:14][C@H:9]([NH:7][CH3:6])[CH2:10][CH2:11]1)[CH:21]=[CH2:22], predict the reactants needed to synthesize it. The reactants are: C(O[C:6](=O)[N:7]([C@H:9]1[CH2:14][CH2:13][C@H:12]([C:15]#[C:16][CH2:17][N:18]([CH2:20][CH:21]=[CH2:22])[CH3:19])[CH2:11][CH2:10]1)C)(C)(C)C.C(O)(C(F)(F)F)=O. (2) Given the product [Cl:35][C:36]1[CH:37]=[C:38]([CH:41]=[CH:42][C:43]=1[F:44])[CH2:39][N:11]1[C:12](=[O:13])[C:7]2[C:6]([O:22][CH3:23])=[C:5]3[C:4](=[O:24])[N:3]([CH2:1][CH3:2])[CH2:20][C@H:19]([CH3:21])[N:18]3[C:8]=2[C:9]([C:14]([NH:16][CH3:17])=[O:15])=[N:10]1, predict the reactants needed to synthesize it. The reactants are: [CH2:1]([N:3]1[CH2:20][C@H:19]([CH3:21])[N:18]2[C:5](=[C:6]([O:22][CH3:23])[C:7]3[C:12](=[O:13])[NH:11][N:10]=[C:9]([C:14]([NH:16][CH3:17])=[O:15])[C:8]=32)[C:4]1=[O:24])[CH3:2].C[Si]([N-][Si](C)(C)C)(C)C.[Li+].[Cl:35][C:36]1[CH:37]=[C:38]([CH:41]=[CH:42][C:43]=1[F:44])[CH2:39]Br. (3) Given the product [Br:1][C:2]1[N:6]2[CH2:7][CH2:8][N:9]([C:61]([C:60]3[CH:64]=[CH:65][CH:66]=[C:67]([C:68]([F:69])([F:70])[F:71])[C:59]=3[Cl:58])=[O:62])[CH2:10][C:5]2=[N:4][N:3]=1, predict the reactants needed to synthesize it. The reactants are: [Br:1][C:2]1[N:6]2[CH2:7][CH2:8][NH:9][CH2:10][C:5]2=[N:4][N:3]=1.BrC1N2CCN(C(OC(C)(C)C)=O)CC2=NN=1.CCN(CC1C=CC=CC=1)CC.C=CC1C=CC=CC=1.C=CC1C=CC(C=C)=CC=1.[Cl:58][C:59]1[C:67]([C:68]([F:71])([F:70])[F:69])=[CH:66][CH:65]=[CH:64][C:60]=1[C:61](Cl)=[O:62]. (4) Given the product [F:1][CH:2]([F:14])[O:3][C:4]1[CH:5]=[CH:6][C:7]([CH2:10][CH:11]=[O:12])=[CH:8][CH:9]=1, predict the reactants needed to synthesize it. The reactants are: [F:1][CH:2]([F:14])[O:3][C:4]1[CH:9]=[CH:8][C:7]([CH:10]=[CH:11][O:12]C)=[CH:6][CH:5]=1.Cl. (5) The reactants are: B(O)O.Br[C:5]1[N:12]=[CH:11][CH:10]=[CH:9][C:6]=1[CH:7]=[O:8].[O:13]1[C:17]2[CH:18]=[CH:19][CH:20]=[CH:21][C:16]=2[CH:15]=[C:14]1B(O)O. Given the product [O:13]1[C:17]2[CH:18]=[CH:19][CH:20]=[CH:21][C:16]=2[CH:15]=[C:14]1[C:5]1[N:12]=[CH:11][CH:10]=[CH:9][C:6]=1[CH:7]=[O:8], predict the reactants needed to synthesize it.